From a dataset of NCI-60 drug combinations with 297,098 pairs across 59 cell lines. Regression. Given two drug SMILES strings and cell line genomic features, predict the synergy score measuring deviation from expected non-interaction effect. (1) Drug 1: C1=CC(=CC=C1CCC2=CNC3=C2C(=O)NC(=N3)N)C(=O)NC(CCC(=O)O)C(=O)O. Drug 2: C1=C(C(=O)NC(=O)N1)F. Cell line: A498. Synergy scores: CSS=51.7, Synergy_ZIP=-12.1, Synergy_Bliss=-12.7, Synergy_Loewe=-1.83, Synergy_HSA=-1.18. (2) Drug 1: C1=CC(=CC=C1CCC2=CNC3=C2C(=O)NC(=N3)N)C(=O)NC(CCC(=O)O)C(=O)O. Drug 2: CC1=C(C=C(C=C1)NC(=O)C2=CC=C(C=C2)CN3CCN(CC3)C)NC4=NC=CC(=N4)C5=CN=CC=C5. Cell line: NCI-H226. Synergy scores: CSS=8.90, Synergy_ZIP=7.07, Synergy_Bliss=8.75, Synergy_Loewe=4.61, Synergy_HSA=7.45. (3) Drug 1: CCC1=CC2CC(C3=C(CN(C2)C1)C4=CC=CC=C4N3)(C5=C(C=C6C(=C5)C78CCN9C7C(C=CC9)(C(C(C8N6C)(C(=O)OC)O)OC(=O)C)CC)OC)C(=O)OC.C(C(C(=O)O)O)(C(=O)O)O. Synergy scores: CSS=51.5, Synergy_ZIP=-2.02, Synergy_Bliss=-0.536, Synergy_Loewe=0.169, Synergy_HSA=2.55. Drug 2: C1CN1P(=S)(N2CC2)N3CC3. Cell line: KM12.